This data is from Reaction yield outcomes from USPTO patents with 853,638 reactions. The task is: Predict the reaction yield, written as a fraction of the theoretical maximum amount of product (1.0 means a 100% yield; for example, 0.34 means a 34% yield). (1) The reactants are [CH3:1][C:2]1([CH3:24])[CH2:11][C:10]2[C:5](=[C:6]3[CH2:15][C:14]([CH3:17])([CH3:16])[O:13][C:7]3=[C:8]([OH:12])[CH:9]=2)[C:4]([C:18]2[CH:23]=[CH:22][CH:21]=[CH:20][CH:19]=2)=[N:3]1.Cl[CH2:26][O:27]C.[Cl-].[Al+3].[Cl-].[Cl-]. The catalyst is ClCCCl. The product is [OH:12][C:8]1[C:7]2[O:13][C:14]([CH3:16])([CH3:17])[CH2:15][C:6]=2[C:5]2[C:4]([C:18]3[CH:19]=[CH:20][CH:21]=[CH:22][CH:23]=3)=[N:3][C:2]([CH3:24])([CH3:1])[CH2:11][C:10]=2[C:9]=1[CH2:26][OH:27]. The yield is 0.140. (2) The reactants are [CH3:1][O:2][C:3]1[CH:4]=[C:5]2[C:10](=[CH:11][CH:12]=1)[N+:9]([O-])=[CH:8][CH:7]=[CH:6]2.CC(OC(C)=O)=[O:16]. No catalyst specified. The product is [CH3:1][O:2][C:3]1[CH:4]=[C:5]2[C:10](=[CH:11][CH:12]=1)[N:9]=[C:8]([OH:16])[CH:7]=[CH:6]2. The yield is 0.670.